This data is from Forward reaction prediction with 1.9M reactions from USPTO patents (1976-2016). The task is: Predict the product of the given reaction. (1) Given the reactants [NH2:1][C:2]([O:4][CH2:5][CH3:6])=[O:3].[Br:7][C:8]1[CH:21]=[CH:20][C:19]2[O:18][C:17]3[C:12](=[CH:13][CH:14]=[CH:15][CH:16]=3)[CH:11]([C:22](Cl)=[O:23])[C:10]=2[CH:9]=1, predict the reaction product. The product is: [CH2:5]([O:4][C:2](=[O:3])[NH:1][C:22]([CH:11]1[C:10]2[CH:9]=[C:8]([Br:7])[CH:21]=[CH:20][C:19]=2[O:18][C:17]2[C:12]1=[CH:13][CH:14]=[CH:15][CH:16]=2)=[O:23])[CH3:6]. (2) Given the reactants [Cl:1][C:2]1[N:3]=[C:4]([N:22]2[CH2:27][CH2:26][O:25][CH2:24][CH2:23]2)[C:5]2[S:10][C:9]([CH2:11][N:12]3[CH2:15]C4(CCN(C)CC4)[CH2:13]3)=[CH:8][C:6]=2[N:7]=1.[CH2:28]1[C@H:32]2CNC[CH2:36][N:31]2[C:30](=[O:37])[O:29]1, predict the reaction product. The product is: [Cl:1][C:2]1[N:3]=[C:4]([N:22]2[CH2:23][CH2:24][O:25][CH2:26][CH2:27]2)[C:5]2[S:10][C:9]([CH2:11][N:12]3[CH2:15][CH2:36][N:31]4[C:30](=[O:37])[O:29][CH2:28][C@H:32]4[CH2:13]3)=[CH:8][C:6]=2[N:7]=1. (3) Given the reactants [N:1]1[CH:6]=[CH:5][CH:4]=[C:3]([N:7]2[CH2:13][C@@H:12]3[C@H:8]2[CH2:9][NH:10][CH2:11]3)[CH:2]=1.[C:14]([OH:21])(=[O:20])/[CH:15]=[CH:16]/[C:17]([OH:19])=[O:18], predict the reaction product. The product is: [C:14]([OH:21])(=[O:20])/[CH:15]=[CH:16]/[C:17]([OH:19])=[O:18].[N:1]1[CH:6]=[CH:5][CH:4]=[C:3]([N:7]2[CH2:13][C@@H:12]3[C@H:8]2[CH2:9][NH:10][CH2:11]3)[CH:2]=1. (4) Given the reactants Br[C:2]1[CH:3]=[C:4]([CH2:8][C:9]([O:11][CH3:12])=[O:10])[CH:5]=[CH:6][CH:7]=1.N.[CH3:14][N:15](C)C=O, predict the reaction product. The product is: [C:14]([C:2]1[CH:3]=[C:4]([CH2:8][C:9]([O:11][CH3:12])=[O:10])[CH:5]=[CH:6][CH:7]=1)#[N:15]. (5) Given the reactants [CH2:1]([O:8][C:9]1[C:10](=[O:17])[CH:11]=[C:12]([CH2:15][OH:16])[NH:13][CH:14]=1)[C:2]1C=CC=CC=1.[OH-].[Na+], predict the reaction product. The product is: [O:17]1[C:10]2[CH:11]=[C:12]([CH2:15][OH:16])[N:13]=[CH:14][C:9]=2[O:8][CH2:1][CH2:2]1. (6) Given the reactants [C:1]([O:5][C:6](=[O:31])[NH:7][C:8]1[CH:13]=[CH:12][C:11](B2OC(C)(C)C(C)(C)O2)=[CH:10][C:9]=1[NH:23][C:24]([O:26][C:27]([CH3:30])([CH3:29])[CH3:28])=[O:25])([CH3:4])([CH3:3])[CH3:2].Br[CH2:33][CH:34]([S:36]([C:39]1[CH:44]=[CH:43][CH:42]=[CH:41][CH:40]=1)(=[O:38])=[O:37])O.C(=O)([O-])[O-:46].[Na+].[Na+], predict the reaction product. The product is: [C:27]([O:26][C:24](=[O:25])[NH:23][C:9]1[CH:10]=[C:11]([C:40]2[CH:41]=[CH:42][CH:43]=[CH:44][C:39]=2[S:36]([CH2:34][CH2:33][OH:46])(=[O:38])=[O:37])[CH:12]=[CH:13][C:8]=1[NH:7][C:6]([O:5][C:1]([CH3:2])([CH3:3])[CH3:4])=[O:31])([CH3:29])([CH3:28])[CH3:30]. (7) Given the reactants C([O:3][C:4](=[O:29])[CH2:5][CH:6]1[O:10][B:9]([OH:11])[C:8]2[CH:12]=[C:13]([O:16][C:17]3[CH:22]=[CH:21][CH:20]=[C:19]([CH2:23][NH:24][CH2:25][CH2:26][O:27][CH3:28])[CH:18]=3)[CH:14]=[CH:15][C:7]1=2)C.[Li+].[OH-].Cl, predict the reaction product. The product is: [OH:11][B:9]1[C:8]2[CH:12]=[C:13]([O:16][C:17]3[CH:22]=[CH:21][CH:20]=[C:19]([CH2:23][NH:24][CH2:25][CH2:26][O:27][CH3:28])[CH:18]=3)[CH:14]=[CH:15][C:7]=2[CH:6]([CH2:5][C:4]([OH:29])=[O:3])[O:10]1. (8) Given the reactants [NH:1]1[CH2:4][CH:3]([C:5]2[CH:26]=[CH:25][C:8]3[O:9][CH2:10][CH2:11][C:12]4[N:13]([N:14]=[C:15]([C:17]5[N:21]([CH:22]([CH3:24])[CH3:23])[N:20]=[CH:19][N:18]=5)[CH:16]=4)[C:7]=3[CH:6]=2)[CH2:2]1.Br[CH2:28][CH2:29][O:30]C1CCCCO1, predict the reaction product. The product is: [CH:22]([N:21]1[C:17]([C:15]2[CH:16]=[C:12]3[N:13]([C:7]4[CH:6]=[C:5]([CH:3]5[CH2:2][N:1]([CH2:28][CH2:29][OH:30])[CH2:4]5)[CH:26]=[CH:25][C:8]=4[O:9][CH2:10][CH2:11]3)[N:14]=2)=[N:18][CH:19]=[N:20]1)([CH3:24])[CH3:23].